From a dataset of Kir2.1 potassium channel HTS with 301,493 compounds. Binary Classification. Given a drug SMILES string, predict its activity (active/inactive) in a high-throughput screening assay against a specified biological target. (1) The compound is O1c2c(OC1)ccc(CNC(=O)COc1ncnc3c1ccc([N+]([O-])=O)c3)c2. The result is 0 (inactive). (2) The compound is s1c(C(=O)NCCc2ccc(OC)cc2)ccc1. The result is 0 (inactive). (3) The compound is O=C(NCCc1c2c([nH]c1)cccc2)Nc1cc(ccc1)C(=O)C. The result is 0 (inactive). (4) The molecule is S(=O)(=O)(N1CCOCC1)c1ccc(cc1)C(OCn1nnc2c(c1=O)cccc2)=O. The result is 0 (inactive). (5) The compound is Clc1sc(c2nc(sc2)CCn2nc(cc2C)C)cc1. The result is 0 (inactive). (6) The molecule is O=C(N1CCN(CC1)c1ccccc1)c1c2n(nc1)cccn2. The result is 0 (inactive).